From a dataset of Reaction yield outcomes from USPTO patents with 853,638 reactions. Predict the reaction yield, written as a fraction of the theoretical maximum amount of product (1.0 means a 100% yield; for example, 0.34 means a 34% yield). (1) The reactants are [C:1]([O:5][C:6]([N:8]1[C:16]2[C:11](=[CH:12][C:13]([O:17][C:18]3[C:23]([CH3:24])=[CH:22][C:21]([N+:25]([O-])=O)=[CH:20][C:19]=3[CH3:28])=[CH:14][CH:15]=2)[C:10]([CH2:29][CH2:30][CH2:31][CH2:32][CH3:33])=[N:9]1)=[O:7])([CH3:4])([CH3:3])[CH3:2]. The catalyst is C(O)C.[Pd]. The product is [C:1]([O:5][C:6]([N:8]1[C:16]2[C:11](=[CH:12][C:13]([O:17][C:18]3[C:19]([CH3:28])=[CH:20][C:21]([NH2:25])=[CH:22][C:23]=3[CH3:24])=[CH:14][CH:15]=2)[C:10]([CH2:29][CH2:30][CH2:31][CH2:32][CH3:33])=[N:9]1)=[O:7])([CH3:4])([CH3:3])[CH3:2]. The yield is 0.950. (2) The reactants are [CH2:1]([C:5]1[N:10]2[N:11]=[CH:12][CH:13]=[C:9]2[N:8]([C@H:14]2[CH2:19][CH2:18][C@H:17]([O:20][CH2:21][C:22](N(OC)C)=[O:23])[CH2:16][CH2:15]2)[C:7](=[O:28])[C:6]=1[CH2:29][C:30]1[CH:35]=[CH:34][C:33]([C:36]2[CH:41]=[CH:40][CH:39]=[CH:38][C:37]=2[C:42]#[N:43])=[CH:32][CH:31]=1)[CH2:2][CH2:3][CH3:4].[CH3:44][Mg]Br.C(OCC)(=O)C.[Cl-].[NH4+]. The catalyst is O1CCCC1. The product is [CH2:1]([C:5]1[N:10]2[N:11]=[CH:12][CH:13]=[C:9]2[N:8]([C@H:14]2[CH2:15][CH2:16][C@H:17]([O:20][CH2:21][CH:22]([OH:23])[CH3:44])[CH2:18][CH2:19]2)[C:7](=[O:28])[C:6]=1[CH2:29][C:30]1[CH:35]=[CH:34][C:33]([C:36]2[C:37]([C:42]#[N:43])=[CH:38][CH:39]=[CH:40][CH:41]=2)=[CH:32][CH:31]=1)[CH2:2][CH2:3][CH3:4]. The yield is 0.980.